The task is: Predict the reactants needed to synthesize the given product.. This data is from Full USPTO retrosynthesis dataset with 1.9M reactions from patents (1976-2016). (1) Given the product [F:67][C:65]([F:66])([F:68])[C:63]1[CH:62]=[C:27]([CH:26]=[C:25]([C:24]([F:23])([F:69])[F:70])[CH:64]=1)[CH2:28][N:29]([CH2:36][C:37]1[C:38]([N:49]2[CH2:53][CH2:52][CH2:51][C@@H:50]2[C@H:54]2[CH2:55][CH2:56][C@H:57]([CH:60]=[O:61])[CH2:58][CH2:59]2)=[N:39][C:40]2[C:45]([CH:46]=1)=[CH:44][C:43]([F:47])=[C:42]([F:48])[CH:41]=2)[C:30]1[N:31]=[N:32][N:33]([CH3:35])[N:34]=1, predict the reactants needed to synthesize it. The reactants are: CC(OI1(OC(C)=O)(OC(C)=O)OC(=O)C2C=CC=CC1=2)=O.[F:23][C:24]([F:70])([F:69])[C:25]1[CH:26]=[C:27]([CH:62]=[C:63]([C:65]([F:68])([F:67])[F:66])[CH:64]=1)[CH2:28][N:29]([CH2:36][C:37]1[C:38]([N:49]2[CH2:53][CH2:52][CH2:51][C@@H:50]2[C@H:54]2[CH2:59][CH2:58][C@H:57]([CH2:60][OH:61])[CH2:56][CH2:55]2)=[N:39][C:40]2[C:45]([CH:46]=1)=[CH:44][C:43]([F:47])=[C:42]([F:48])[CH:41]=2)[C:30]1[N:31]=[N:32][N:33]([CH3:35])[N:34]=1. (2) Given the product [F:35][C:36]([F:48])([F:49])[C:37]1[CH:38]=[C:39]([NH:40][C:14]([C:11]2([NH:17][C:18](=[O:20])/[CH:70]=[CH:69]/[C:74]3[CH:52]=[CH:50][C:51]([F:59])=[CH:72][CH:73]=3)[CH2:10][CH2:9][NH:8][CH2:13][CH2:12]2)=[O:16])[CH:41]=[C:42]([C:44]([F:45])([F:46])[F:47])[CH:43]=1, predict the reactants needed to synthesize it. The reactants are: CC(OC([N:8]1[CH2:13][CH2:12][C:11]([NH:17][C:18]([O:20]CC2C3C(=CC=CC=3)C3C2=CC=CC=3)=O)([C:14]([OH:16])=O)[CH2:10][CH2:9]1)=O)(C)C.[F:35][C:36]([F:49])([F:48])[C:37]1[CH:38]=[C:39]([CH:41]=[C:42]([C:44]([F:47])([F:46])[F:45])[CH:43]=1)[NH2:40].[CH:50](N(C(C)C)CC)([CH3:52])[CH3:51].[F:59][P-](F)(F)(F)(F)F.N1(OC(N(C)C)=[N+](C)C)[C:70]2N=[CH:72][CH:73]=[CH:74][C:69]=2N=N1. (3) Given the product [C:19]([OH:31])(=[O:30])[CH2:20][C:21]([CH2:26][C:27]([OH:29])=[O:28])([C:23]([OH:25])=[O:24])[OH:22].[CH3:1][O:2][C:3]1[CH:12]=[C:11]2[C:6]([CH:7]=[CH:8][CH:9]=[C:10]2[CH2:13][CH2:14][NH:15][C:16](=[O:18])[CH3:17])=[CH:5][CH:4]=1, predict the reactants needed to synthesize it. The reactants are: [CH3:1][O:2][C:3]1[CH:12]=[C:11]2[C:6]([CH:7]=[CH:8][CH:9]=[C:10]2[CH2:13][CH2:14][NH:15][C:16](=[O:18])[CH3:17])=[CH:5][CH:4]=1.[C:19]([OH:31])(=[O:30])[CH2:20][C:21]([CH2:26][C:27]([OH:29])=[O:28])([C:23]([OH:25])=[O:24])[OH:22]. (4) Given the product [CH2:1]([O:3][C:4](=[O:18])[CH:5]=[CH:6][C:7]1[C:8]([C:21]2[CH:22]=[CH:23][S:19][CH:20]=2)=[N:9][C:10]([C:13]([F:16])([F:15])[F:14])=[CH:11][CH:12]=1)[CH3:2], predict the reactants needed to synthesize it. The reactants are: [CH2:1]([O:3][C:4](=[O:18])[CH:5]=[CH:6][C:7]1[C:8](Cl)=[N:9][C:10]([C:13]([F:16])([F:15])[F:14])=[CH:11][CH:12]=1)[CH3:2].[S:19]1[CH:23]=[CH:22][C:21](B(O)O)=[CH:20]1. (5) Given the product [Cl:1][C:2]1[N:3]=[CH:4][C:5]([F:13])=[C:6]2[C:11]=1[N:10]=[CH:9][C:8]([O:12][CH2:38][C:34]1[O:33][CH:37]=[CH:36][N:35]=1)=[CH:7]2, predict the reactants needed to synthesize it. The reactants are: [Cl:1][C:2]1[N:3]=[CH:4][C:5]([F:13])=[C:6]2[C:11]=1[N:10]=[CH:9][C:8]([OH:12])=[CH:7]2.C1(P(C2C=CC=CC=2)C2C=CC=CC=2)C=CC=CC=1.[O:33]1[CH:37]=[CH:36][N:35]=[C:34]1[CH2:38]O.N(C(OC(C)C)=O)=NC(OC(C)C)=O. (6) Given the product [Cl:30][C:20]1[C:19]([CH:15]2[N:4]([C:5]([O:6][CH2:7][C:8]3[CH:9]=[CH:10][CH:11]=[CH:12][CH:13]=3)=[O:14])[CH2:1][CH:2]=[CH:3][CH2:16]2)=[CH:28][C:27]2[C:22](=[CH:23][C:24]([F:29])=[CH:25][CH:26]=2)[N:21]=1, predict the reactants needed to synthesize it. The reactants are: [CH2:1]([N:4]([CH:15]([C:19]1[C:20]([Cl:30])=[N:21][C:22]2[C:27]([CH:28]=1)=[CH:26][CH:25]=[C:24]([F:29])[CH:23]=2)[CH2:16]C=C)[C:5](=[O:14])[O:6][CH2:7][C:8]1[CH:13]=[CH:12][CH:11]=[CH:10][CH:9]=1)[CH:2]=[CH2:3].Cl.C([O-])(O)=O.[Na+].